From a dataset of Full USPTO retrosynthesis dataset with 1.9M reactions from patents (1976-2016). Predict the reactants needed to synthesize the given product. (1) Given the product [ClH:1].[NH:9]([C:2]1[CH:7]=[CH:6][N:5]=[CH:4][CH:3]=1)[NH2:10], predict the reactants needed to synthesize it. The reactants are: [Cl:1][C:2]1[CH:7]=[CH:6][N:5]=[CH:4][CH:3]=1.O.[NH2:9][NH2:10]. (2) Given the product [F:1][C:2]1[CH:3]=[C:4]([N:15]2[C:19]([CH3:21])([CH3:20])[C:18](=[O:22])[N:17]([C:23]3[CH:30]=[CH:29][C:26]([C:27]#[N:28])=[C:25]([C:31]([F:34])([F:32])[F:33])[CH:24]=3)[C:16]2=[S:35])[CH:5]=[CH:6][C:7]=1[O:8][CH:9]1[CH2:10][CH2:11][N:12]([CH3:38])[CH2:13][CH2:14]1, predict the reactants needed to synthesize it. The reactants are: [F:1][C:2]1[CH:3]=[C:4]([N:15]2[C:19]([CH3:21])([CH3:20])[C:18](=[O:22])[N:17]([C:23]3[CH:30]=[CH:29][C:26]([C:27]#[N:28])=[C:25]([C:31]([F:34])([F:33])[F:32])[CH:24]=3)[C:16]2=[S:35])[CH:5]=[CH:6][C:7]=1[O:8][CH:9]1[CH2:14][CH2:13][NH:12][CH2:11][CH2:10]1.C=O.[C:38]([BH3-])#N.[Na+].O. (3) The reactants are: [CH3:1][C:2]([NH:5][CH2:6][C:7]([NH:9][C:10]1[CH:11]=[C:12]([N:40]([CH3:42])[CH3:41])[C:13]2[CH2:25][C@@H:24]3[C:19](=[C:20]([OH:39])[C@:21]4([OH:38])[C:29](=[O:30])[C:28]([C:31]([NH2:33])=[O:32])=[C:27]([OH:34])[C@@H:26]([N:35]([CH3:37])[CH3:36])[C@@H:22]4[CH2:23]3)[C:17](=[O:18])[C:14]=2[C:15]=1[OH:16])=[O:8])([CH3:4])[CH3:3].C(=O)([O-])[O-].[Na+].[Na+].Cl.CC(NCC(NC1C=C(N(C)C)C2C[C@@H]3C(=C(O)C=2C=1O)C(=O)[C@@]1(O)[C@H]([C@H](N(C)C)C(C(C(N)=O)=C1O)=O)C3)=O)(C)C.Cl.N. Given the product [CH3:4][C:2]([NH:5][CH2:6][C:7]([NH:9][C:10]1[CH:11]=[C:12]([N:40]([CH3:42])[CH3:41])[C:13]2[CH2:25][C@@H:24]3[C:19](=[C:17]([OH:18])[C:14]=2[C:15]=1[OH:16])[C:20](=[O:39])[C@@:21]1([OH:38])[C@H:22]([C@H:26]([N:35]([CH3:36])[CH3:37])[C:27]([C:28]([C:31]([NH2:33])=[O:32])=[C:29]1[OH:30])=[O:34])[CH2:23]3)=[O:8])([CH3:1])[CH3:3], predict the reactants needed to synthesize it. (4) The reactants are: [CH2:1]([N:8](C)[CH:9]1[CH2:14][CH2:13][CH:12]([N:15]2[CH2:24][CH2:23][C:22]3[C:17](=[CH:18][CH:19]=[N:20][CH:21]=3)[CH2:16]2)[CH2:11][CH2:10]1)C1C=CC=CC=1. Given the product [CH2:16]1[C:17]2[C:22](=[CH:21][N:20]=[CH:19][CH:18]=2)[CH2:23][CH2:24][N:15]1[CH:12]1[CH2:13][CH2:14][CH:9]([NH:8][CH3:1])[CH2:10][CH2:11]1, predict the reactants needed to synthesize it. (5) The reactants are: [C:1]([N:5]1[C:9]([C:10]([F:13])([F:12])[F:11])=[C:8]([NH:14][C:15]([NH:17][C:18]2[CH:23]=[C:22]([C:24]3[C:35](=[O:36])[N:34]([CH3:37])[C:27]4[N:28]=[C:29](SC)[N:30]=[CH:31][C:26]=4[CH:25]=3)[CH:21]=[CH:20][C:19]=2[F:38])=[O:16])[CH:7]=[N:6]1)([CH3:4])([CH3:3])[CH3:2].[CH3:39][NH2:40].C1COCC1. Given the product [C:1]([N:5]1[C:9]([C:10]([F:13])([F:12])[F:11])=[C:8]([NH:14][C:15]([NH:17][C:18]2[CH:23]=[C:22]([C:24]3[C:35](=[O:36])[N:34]([CH3:37])[C:27]4[N:28]=[C:29]([NH:40][CH3:39])[N:30]=[CH:31][C:26]=4[CH:25]=3)[CH:21]=[CH:20][C:19]=2[F:38])=[O:16])[CH:7]=[N:6]1)([CH3:4])([CH3:3])[CH3:2], predict the reactants needed to synthesize it. (6) Given the product [CH3:25][C:24]([CH3:27])([CH3:26])[CH2:23][NH:28][C:20]([C:11]1[CH:12]=[C:13]([C:14]2[CH:19]=[N:18][CH:17]=[CH:16][N:15]=2)[N:9]([C:6]2[N:7]=[N:8][C:3]([O:2][CH3:1])=[CH:4][CH:5]=2)[N:10]=1)=[O:22], predict the reactants needed to synthesize it. The reactants are: [CH3:1][O:2][C:3]1[N:8]=[N:7][C:6]([N:9]2[C:13]([C:14]3[CH:19]=[N:18][CH:17]=[CH:16][N:15]=3)=[CH:12][C:11]([C:20]([OH:22])=O)=[N:10]2)=[CH:5][CH:4]=1.[CH2:23]([NH2:28])[C:24]([CH3:27])([CH3:26])[CH3:25]. (7) Given the product [CH2:16]([O:23][C:24](=[O:34])[NH:25][C@H:26]1[CH2:31][CH2:30][C@H:29]([CH2:32][NH:33][C:2]2[N:11]=[C:10]([N:12]([CH3:14])[CH3:13])[C:9]3[C:4](=[CH:5][CH:6]=[CH:7][CH:8]=3)[N:3]=2)[CH2:28][CH2:27]1)[C:17]1[CH:18]=[CH:19][CH:20]=[CH:21][CH:22]=1, predict the reactants needed to synthesize it. The reactants are: Cl[C:2]1[N:11]=[C:10]([N:12]([CH3:14])[CH3:13])[C:9]2[C:4](=[CH:5][CH:6]=[CH:7][CH:8]=2)[N:3]=1.Cl.[CH2:16]([O:23][C:24](=[O:34])[NH:25][C@H:26]1[CH2:31][CH2:30][C@H:29]([CH2:32][NH2:33])[CH2:28][CH2:27]1)[C:17]1[CH:22]=[CH:21][CH:20]=[CH:19][CH:18]=1.C([O-])(O)=O.[Na+].